This data is from Full USPTO retrosynthesis dataset with 1.9M reactions from patents (1976-2016). The task is: Predict the reactants needed to synthesize the given product. (1) Given the product [CH3:13][O:9][C:8](=[O:10])[C@H:6]([CH2:5][CH2:4][S:3][C:2]([F:11])([F:1])[F:12])[NH2:7], predict the reactants needed to synthesize it. The reactants are: [F:1][C:2]([F:12])([F:11])[S:3][CH2:4][CH2:5][C@@H:6]([C:8]([OH:10])=[O:9])[NH2:7].[CH3:13]O. (2) Given the product [CH2:44]([N:30]([CH2:28][CH3:29])[C:31](=[O:43])[C:32]1[CH:37]=[CH:36][C:35]([NH:1][C:2]2[N:27]=[C:5]3[CH:6]=[CH:7][C:8]([C:10]4[CH:11]=[CH:12][C:13]([NH:16][C:17](=[O:26])[CH2:18][C:19]5[CH:24]=[CH:23][C:22]([F:25])=[CH:21][CH:20]=5)=[CH:14][CH:15]=4)=[CH:9][N:4]3[N:3]=2)=[C:34]([O:39][CH2:40][CH2:41][CH3:42])[CH:33]=1)[CH3:45], predict the reactants needed to synthesize it. The reactants are: [NH2:1][C:2]1[N:27]=[C:5]2[CH:6]=[CH:7][C:8]([C:10]3[CH:15]=[CH:14][C:13]([NH:16][C:17](=[O:26])[CH2:18][C:19]4[CH:24]=[CH:23][C:22]([F:25])=[CH:21][CH:20]=4)=[CH:12][CH:11]=3)=[CH:9][N:4]2[N:3]=1.[CH2:28]([N:30]([CH2:44][CH3:45])[C:31](=[O:43])[C:32]1[CH:37]=[CH:36][C:35](I)=[C:34]([O:39][CH2:40][CH2:41][CH3:42])[CH:33]=1)[CH3:29].CC(C1C=C(C(C)C)C(C2C=CC=CC=2P(C2CCCCC2)C2CCCCC2)=C(C(C)C)C=1)C.CC(C)([O-])C.[Na+]. (3) Given the product [Cl:17][C:18]1[CH:23]=[CH:22][C:21]([C@:24]2([O:33][C@H:32]([CH2:34][OH:35])[C@@H:30]([OH:31])[C@H:28]([OH:29])[C@H:26]2[OH:27])[OH:25])=[CH:20][C:19]=1[CH2:36][C:37]1[CH:38]=[CH:39][C:40]([O:43][C@H:12]2[CH2:16][CH2:15][O:14][CH2:13]2)=[CH:41][CH:42]=1, predict the reactants needed to synthesize it. The reactants are: CC1C=CC(S(O[C@@H:12]2[CH2:16][CH2:15][O:14][CH2:13]2)(=O)=O)=CC=1.[Cl:17][C:18]1[CH:23]=[CH:22][C:21]([C@:24]2([O:33][C@H:32]([CH2:34][OH:35])[C@@H:30]([OH:31])[C@H:28]([OH:29])[C@H:26]2[OH:27])[OH:25])=[CH:20][C:19]=1[CH2:36][C:37]1[CH:42]=[CH:41][C:40]([OH:43])=[CH:39][CH:38]=1.C(=O)([O-])[O-].[Cs+].[Cs+]. (4) Given the product [F:50][C:44]1[CH:45]=[C:46]([F:49])[CH:47]=[CH:48][C:43]=1[C:38]1[N:37]=[C:36]2[N:35]=[C:14]([C@H:11]3[CH2:12][CH2:13][C@H:8]([NH:7][S:4]([CH:1]([CH3:3])[CH3:2])(=[O:6])=[O:5])[CH2:9][CH2:10]3)[NH:42][C:41]2=[CH:40][CH:39]=1, predict the reactants needed to synthesize it. The reactants are: [CH:1]([S:4]([NH:7][CH:8]1[CH2:13][CH2:12][CH:11]([C:14](O)=O)[CH2:10][CH2:9]1)(=[O:6])=[O:5])([CH3:3])[CH3:2].NC1CCC(C(OC)=O)CC1.CC(S(Cl)(=O)=O)C.[NH2:35][C:36]1[C:41]([NH2:42])=[CH:40][CH:39]=[C:38]([C:43]2[CH:48]=[CH:47][C:46]([F:49])=[CH:45][C:44]=2[F:50])[N:37]=1. (5) The reactants are: [Cl:1][C:2]1[S:6][C:5]([C:7]([NH:9][CH2:10][C:11]2[CH:15]=[CH:14][N:13]([C:16]3[CH:21]=[CH:20][C:19](I)=[CH:18][CH:17]=3)[N:12]=2)=[O:8])=[CH:4][CH:3]=1.[OH:23][C:24]1[CH:29]=[CH:28][CH:27]=[CH:26][N:25]=1.OC1C=CC=C2C=1N=CC=C2.C([O-])([O-])=O.[K+].[K+]. Given the product [Cl:1][C:2]1[S:6][C:5]([C:7]([NH:9][CH2:10][C:11]2[CH:15]=[CH:14][N:13]([C:16]3[CH:21]=[CH:20][C:19]([N:25]4[CH:26]=[CH:27][CH:28]=[CH:29][C:24]4=[O:23])=[CH:18][CH:17]=3)[N:12]=2)=[O:8])=[CH:4][CH:3]=1, predict the reactants needed to synthesize it. (6) The reactants are: [CH:1]1([C:8]2[N:13]3[N:14]=[CH:15][N:16]=[C:12]3[N:11]=[C:10]([OH:17])[C:9]=2[C:18]2[C:23]([F:24])=[CH:22][C:21](F)=[CH:20][C:19]=2[F:26])[CH2:7][CH2:6][CH2:5][CH2:4][CH2:3][CH2:2]1.[CH3:27][O:28][C:29]1[CH:40]=[CH:39][C:32]([CH2:33][O:34][CH2:35][CH2:36][CH2:37][OH:38])=[CH:31][CH:30]=1.[H-].[Na+]. Given the product [CH:1]1([C:8]2[N:13]3[N:14]=[CH:15][N:16]=[C:12]3[N:11]=[C:10]([OH:17])[C:9]=2[C:18]2[C:23]([F:24])=[CH:22][C:21]([O:38][CH2:37][CH2:36][CH2:35][O:34][CH2:33][C:32]3[CH:31]=[CH:30][C:29]([O:28][CH3:27])=[CH:40][CH:39]=3)=[CH:20][C:19]=2[F:26])[CH2:2][CH2:3][CH2:4][CH2:5][CH2:6][CH2:7]1, predict the reactants needed to synthesize it.